Dataset: Forward reaction prediction with 1.9M reactions from USPTO patents (1976-2016). Task: Predict the product of the given reaction. (1) Given the reactants [Cl:1][C:2]1[CH:3]=[C:4]([NH:17][C:18]2[C:27]3[C:22](=[CH:23][CH:24]=[C:25]([C:28]4[O:29][C:30]([CH:33]=O)=[CH:31][CH:32]=4)[CH:26]=3)[N:21]=[CH:20][N:19]=2)[CH:5]=[CH:6][C:7]=1[O:8][CH2:9][C:10]1[CH:15]=[CH:14][CH:13]=[C:12]([F:16])[CH:11]=1.Cl.[N+:36]([C:39]1[CH:44]=[CH:43][C:42]([CH2:45][CH2:46][NH2:47])=[CH:41][CH:40]=1)([O-:38])=[O:37].C(N(C(C)C)CC)(C)C.C(O[BH-](OC(=O)C)OC(=O)C)(=O)C.[Na+].C(=O)([O-])[O-].[Na+].[Na+], predict the reaction product. The product is: [Cl:1][C:2]1[CH:3]=[C:4]([NH:17][C:18]2[C:27]3[C:22](=[CH:23][CH:24]=[C:25]([C:28]4[O:29][C:30]([CH2:33][NH:47][CH2:46][CH2:45][C:42]5[CH:41]=[CH:40][C:39]([N+:36]([O-:38])=[O:37])=[CH:44][CH:43]=5)=[CH:31][CH:32]=4)[CH:26]=3)[N:21]=[CH:20][N:19]=2)[CH:5]=[CH:6][C:7]=1[O:8][CH2:9][C:10]1[CH:15]=[CH:14][CH:13]=[C:12]([F:16])[CH:11]=1. (2) Given the reactants [CH2:1]([C:3]1[CH:4]=[C:5]2[C:10](=[CH:11][C:12]=1[OH:13])[O:9][CH:8]([C:14]([F:17])([F:16])[F:15])[C:7]([C:18]([OH:20])=[O:19])=[CH:6]2)[CH3:2].C(=O)([O-])[O-].[Cs+].[Cs+].[CH2:27](Br)[CH3:28].C(OCC)(=O)C, predict the reaction product. The product is: [CH2:1]([C:3]1[CH:4]=[C:5]2[C:10](=[CH:11][C:12]=1[OH:13])[O:9][CH:8]([C:14]([F:15])([F:16])[F:17])[C:7]([C:18]([O:20][CH2:27][CH3:28])=[O:19])=[CH:6]2)[CH3:2]. (3) The product is: [C:49]([O:48][C:47]([NH:46][S:43]([NH:1][CH:2]1[CH2:3][C@@H:4]2[N:10]([CH2:11][C:12]3[NH:17][C:16]([C:18]4[S:19][CH:20]=[CH:21][N:22]=4)=[N:15][C@@H:14]([C:23]4[CH:28]=[CH:27][C:26]([F:29])=[CH:25][C:24]=4[Cl:30])[C:13]=3[C:31]([O:33][CH3:34])=[O:32])[C@@H:8]([CH2:7][O:6][CH2:5]2)[CH2:9]1)(=[O:45])=[O:44])=[O:53])([CH3:52])([CH3:50])[CH3:51]. Given the reactants [NH2:1][CH:2]1[CH2:9][C@@H:8]2[N:10]([CH2:11][C:12]3[NH:17][C:16]([C:18]4[S:19][CH:20]=[CH:21][N:22]=4)=[N:15][C@@H:14]([C:23]4[CH:28]=[CH:27][C:26]([F:29])=[CH:25][C:24]=4[Cl:30])[C:13]=3[C:31]([O:33][CH3:34])=[O:32])[C@@H:4]([CH2:5][O:6][CH2:7]2)[CH2:3]1.C(N(CC)CC)C.Cl[S:43]([NH:46][C:47](=[O:53])[O:48][C:49]([CH3:52])([CH3:51])[CH3:50])(=[O:45])=[O:44], predict the reaction product. (4) Given the reactants [Cl:1]N1C(=O)CCC1=O.[I:9][C:10]1[CH:14]=[CH:13][N:12]([C:15]2[CH:20]=[CH:19][N:18]=[C:17]([C:21]#[N:22])[CH:16]=2)[N:11]=1, predict the reaction product. The product is: [Cl:1][C:14]1[C:10]([I:9])=[N:11][N:12]([C:15]2[CH:20]=[CH:19][N:18]=[C:17]([C:21]#[N:22])[CH:16]=2)[CH:13]=1.